Dataset: Full USPTO retrosynthesis dataset with 1.9M reactions from patents (1976-2016). Task: Predict the reactants needed to synthesize the given product. (1) Given the product [ClH:36].[CH3:35][N:33]1[CH:34]=[C:30]([C:27]2[N:26]=[C:25]3[N:21]([CH2:20][CH:16]4[CH2:17][CH2:18][CH2:19][N:14]([C:11]5[N:12]=[CH:13][C:8]([C:5]6[CH2:6][CH2:7][NH:2][CH2:3][CH:4]=6)=[CH:9][N:10]=5)[CH2:15]4)[N:22]=[N:23][C:24]3=[N:29][CH:28]=2)[CH:31]=[N:32]1, predict the reactants needed to synthesize it. The reactants are: C[N:2]1[CH2:7][CH:6]=[C:5]([C:8]2[CH:9]=[N:10][C:11]([N:14]3[CH2:19][CH2:18][CH2:17][CH:16]([CH2:20][N:21]4[C:25]5=[N:26][C:27]([C:30]6[CH:31]=[N:32][N:33]([CH3:35])[CH:34]=6)=[CH:28][N:29]=[C:24]5[N:23]=[N:22]4)[CH2:15]3)=[N:12][CH:13]=2)[CH2:4][CH2:3]1.[ClH:36]. (2) Given the product [CH3:1][CH:2]([CH3:38])[CH2:3][CH2:4][NH:5][C:6]([C:8]1[N:9]=[N:10][C:11]([N:14]2[CH2:15][CH2:16][N:17]([C:20]([C:22]3[NH:23][N:24]=[N:25][C:26]=3[C:27]([F:29])([F:28])[F:30])=[O:21])[CH2:18][CH2:19]2)=[CH:12][CH:13]=1)=[O:7], predict the reactants needed to synthesize it. The reactants are: [CH3:1][CH:2]([CH3:38])[CH2:3][CH2:4][NH:5][C:6]([C:8]1[N:9]=[N:10][C:11]([N:14]2[CH2:19][CH2:18][N:17]([C:20]([C:22]3[N:23](CC4C=CC=CC=4)[N:24]=[N:25][C:26]=3[C:27]([F:30])([F:29])[F:28])=[O:21])[CH2:16][CH2:15]2)=[CH:12][CH:13]=1)=[O:7]. (3) Given the product [Cl:6][C:7]1[CH:21]=[CH:20][C:10]([O:11][C:12]2[CH:19]=[CH:18][C:15]([CH:16]=[CH2:1])=[CH:14][CH:13]=2)=[CH:9][C:8]=1[O:22][C:23]([F:26])([F:25])[F:24], predict the reactants needed to synthesize it. The reactants are: [CH2:1]([Li])CCC.[Cl:6][C:7]1[CH:21]=[CH:20][C:10]([O:11][C:12]2[CH:19]=[CH:18][C:15]([CH:16]=O)=[CH:14][CH:13]=2)=[CH:9][C:8]=1[O:22][C:23]([F:26])([F:25])[F:24]. (4) Given the product [N:9]1[CH:18]=[CH:19][CH:14]=[CH:13][C:10]=1[C:11]1[O:12][CH2:2][CH2:1][N:3]=1, predict the reactants needed to synthesize it. The reactants are: [CH2:1]([N:3](CC)CC)[CH3:2].Cl.[NH2:9][C@@H:10]([CH2:13][CH:14]1[CH2:19][CH2:18]CCC1)[CH2:11][OH:12]. (5) Given the product [CH2:38]([C@:5]1([OH:4])[C:35]2[CH:34]=[C:33]3[N:11]([CH2:12][C:13]4[C:14]3=[N:15][C:16]3[C:17]5[C:18]=4[N:19]([CH2:28][CH2:29][CH:30]([CH3:32])[CH3:31])[C:20]([S:26][CH3:27])=[N:21][C:22]=5[CH:23]=[CH:24][CH:25]=3)[C:10](=[O:36])[C:9]=2[CH2:8][O:7][C:6]1=[O:37])[CH3:39], predict the reactants needed to synthesize it. The reactants are: C([O:4][C@@:5]1([CH2:38][CH3:39])[C:35]2[CH:34]=[C:33]3[N:11]([CH2:12][C:13]4[C:14]3=[N:15][C:16]3[C:17]5[C:18]=4[N:19]([CH2:28][CH2:29][CH:30]([CH3:32])[CH3:31])[C:20]([S:26][CH3:27])=[N:21][C:22]=5[CH:23]=[CH:24][CH:25]=3)[C:10](=[O:36])[C:9]=2[CH2:8][O:7][C:6]1=[O:37])(=O)C.NN.Cl.